From a dataset of Forward reaction prediction with 1.9M reactions from USPTO patents (1976-2016). Predict the product of the given reaction. (1) Given the reactants [C:1]([O:5][C:6](=[O:9])[CH:7]=[CH2:8])([CH3:4])([CH3:3])[CH3:2].[C:10]([OH:14])(=[O:13])[CH:11]=[CH2:12].[C:15]([O:20][CH2:21][CH2:22][CH2:23][OH:24])(=[O:19])[C:16]([CH3:18])=[CH2:17].CC(OC(C)=O)COC, predict the reaction product. The product is: [C:6]([O:5][C:1]([CH3:4])([CH3:3])[CH3:2])(=[O:9])[CH:7]=[CH2:8].[C:10]([OH:14])(=[O:13])[CH:11]=[CH2:12].[C:15]([O:20][CH2:21][CH2:22][CH2:23][OH:24])(=[O:19])[C:16]([CH3:18])=[CH2:17]. (2) Given the reactants [F:1][C:2]1[CH:15]=[CH:14][C:5]2[S:6][C:7](/[CH:9]=[CH:10]/[N+:11]([O-])=O)=[CH:8][C:4]=2[CH:3]=1.[Li+].[BH4-].C[Si](Cl)(C)C, predict the reaction product. The product is: [F:1][C:2]1[CH:15]=[CH:14][C:5]2[S:6][C:7]([CH2:9][CH2:10][NH2:11])=[CH:8][C:4]=2[CH:3]=1.